Regression. Given a peptide amino acid sequence and an MHC pseudo amino acid sequence, predict their binding affinity value. This is MHC class I binding data. From a dataset of Peptide-MHC class I binding affinity with 185,985 pairs from IEDB/IMGT. (1) The binding affinity (normalized) is 0.501. The peptide sequence is LRPGGKKKYM. The MHC is Mamu-A01 with pseudo-sequence Mamu-A01. (2) The peptide sequence is RRARSLSAERY. The MHC is HLA-A01:01 with pseudo-sequence HLA-A01:01. The binding affinity (normalized) is 0. (3) The peptide sequence is CFTSLVWAPLILA. The MHC is HLA-A30:01 with pseudo-sequence HLA-A30:01. The binding affinity (normalized) is 0.120. (4) The peptide sequence is STDHIPILY. The MHC is HLA-A69:01 with pseudo-sequence HLA-A69:01. The binding affinity (normalized) is 0.176. (5) The peptide sequence is ATDPDADAI. The MHC is HLA-A02:01 with pseudo-sequence HLA-A02:01. The binding affinity (normalized) is 0.0228. (6) The peptide sequence is YLPEVISTIA. The MHC is HLA-A02:03 with pseudo-sequence HLA-A02:03. The binding affinity (normalized) is 1.00. (7) The peptide sequence is FIDRGSIKI. The MHC is HLA-A68:02 with pseudo-sequence HLA-A68:02. The binding affinity (normalized) is 0.00385. (8) The peptide sequence is RAFGRDWRY. The MHC is HLA-A02:12 with pseudo-sequence HLA-A02:12. The binding affinity (normalized) is 0.0847.